From a dataset of Catalyst prediction with 721,799 reactions and 888 catalyst types from USPTO. Predict which catalyst facilitates the given reaction. Reactant: [Cl:1][C:2]1[CH:7]=[C:6]([Cl:8])[CH:5]=[C:4]([Cl:9])[C:3]=1[S:10]([N:13]([CH2:15][O:16][CH2:17][CH2:18][CH2:19][OH:20])[CH3:14])(=[O:12])=[O:11].C(OI(C1C=CC=CC=1)OC(=O)C)(=[O:23])C.Cl.CCOC(C)=O. Product: [Cl:1][C:2]1[CH:7]=[C:6]([Cl:8])[CH:5]=[C:4]([Cl:9])[C:3]=1[S:10]([N:13]([CH2:15][O:16][CH2:17][CH2:18][C:19]([OH:23])=[O:20])[CH3:14])(=[O:11])=[O:12]. The catalyst class is: 47.